Predict the product of the given reaction. From a dataset of Forward reaction prediction with 1.9M reactions from USPTO patents (1976-2016). (1) Given the reactants [Cl:1][C:2]1[CH:7]=[CH:6][C:5]([CH3:8])=[CH:4][C:3]=1[O:9][CH3:10].C1C(=O)N([Br:18])C(=O)C1.CC(N=NC(C#N)(C)C)(C#N)C, predict the reaction product. The product is: [Br:18][CH2:8][C:5]1[CH:6]=[CH:7][C:2]([Cl:1])=[C:3]([O:9][CH3:10])[CH:4]=1. (2) Given the reactants [CH:1]1([N:7]2[C:11]3[CH:12]=[CH:13][C:14]([C:16](O)=[O:17])=[CH:15][C:10]=3[N:9]=[C:8]2[C:19]2[CH:20]=[C:21]3[C:26](=[CH:27][CH:28]=2)[N:25]=[C:24]([C:29]2[CH:34]=[CH:33][CH:32]=[CH:31][CH:30]=2)[CH:23]=[CH:22]3)[CH2:6][CH2:5][CH2:4][CH2:3][CH2:2]1.[NH2:35][C@H:36]([C:49]([O:51]C(C)(C)C)=[O:50])[CH2:37][CH2:38][CH2:39][CH2:40][NH:41]C(OC(C)(C)C)=O.C(O)(C(F)(F)F)=O.C1(OC)C=CC=CC=1, predict the reaction product. The product is: [NH2:41][CH2:40][CH2:39][CH2:38][CH2:37][CH:36]([NH:35][C:16]([C:14]1[CH:13]=[CH:12][C:11]2[N:7]([CH:1]3[CH2:6][CH2:5][CH2:4][CH2:3][CH2:2]3)[C:8]([C:19]3[CH:20]=[C:21]4[C:26](=[CH:27][CH:28]=3)[N:25]=[C:24]([C:29]3[CH:34]=[CH:33][CH:32]=[CH:31][CH:30]=3)[CH:23]=[CH:22]4)=[N:9][C:10]=2[CH:15]=1)=[O:17])[C:49]([OH:51])=[O:50].